This data is from Full USPTO retrosynthesis dataset with 1.9M reactions from patents (1976-2016). The task is: Predict the reactants needed to synthesize the given product. (1) Given the product [CH2:29]([O:28][CH2:27][CH2:26][C@H:25]([N:18]1[CH2:19][CH2:20][NH:14][C@@H:15]([CH3:16])[C:17]1=[O:39])[CH2:36][O:37][CH3:38])[C:30]1[CH:31]=[CH:32][CH:33]=[CH:34][CH:35]=1, predict the reactants needed to synthesize it. The reactants are: FC(F)(F)C(O)=O.C(OC(=O)[NH:14][C@H:15]([C:17](=[O:39])[N:18]([C@H:25]([CH2:36][O:37][CH3:38])[CH2:26][CH2:27][O:28][CH2:29][C:30]1[CH:35]=[CH:34][CH:33]=[CH:32][CH:31]=1)[CH2:19][CH:20](OC)OC)[CH3:16])(C)(C)C.C([SiH](CC)CC)C.C(N(CC)CC)C. (2) The reactants are: [CH3:1][C:2]1[O:3][C:4]2[C:9]([C:10](=[O:12])[CH:11]=1)=[CH:8][CH:7]=[CH:6][C:5]=2[CH:13]=[C:14]([C:23](=O)[CH3:24])[C:15]([O:17][CH2:18][CH:19]1[CH2:22][CH2:21][CH2:20]1)=[O:16].[NH2:26][C:27]([CH3:31])=[CH:28][C:29]#[N:30]. Given the product [C:29]([C:28]1[CH:13]([C:5]2[CH:6]=[CH:7][CH:8]=[C:9]3[C:4]=2[O:3][C:2]([CH3:1])=[CH:11][C:10]3=[O:12])[C:14]([C:15]([O:17][CH2:18][CH:19]2[CH2:22][CH2:21][CH2:20]2)=[O:16])=[C:23]([CH3:24])[NH:26][C:27]=1[CH3:31])#[N:30], predict the reactants needed to synthesize it. (3) Given the product [OH:8][CH2:9][C@:10]1([CH3:37])[S:16][CH2:15][CH2:14][N:13]2[C:17]([C:20]3([C:23]4[CH:28]=[CH:27][C:26]([C:29]5[CH:36]=[CH:35][C:32]([C:33]#[N:34])=[CH:31][N:30]=5)=[CH:25][CH:24]=4)[CH2:22][CH2:21]3)=[N:18][N:19]=[C:12]2[CH2:11]1, predict the reactants needed to synthesize it. The reactants are: [Si]([O:8][CH2:9][C@:10]1([CH3:37])[S:16][CH2:15][CH2:14][N:13]2[C:17]([C:20]3([C:23]4[CH:28]=[CH:27][C:26]([C:29]5[CH:36]=[CH:35][C:32]([C:33]#[N:34])=[CH:31][N:30]=5)=[CH:25][CH:24]=4)[CH2:22][CH2:21]3)=[N:18][N:19]=[C:12]2[CH2:11]1)(C(C)(C)C)(C)C.[F-].C([N+](CCCC)(CCCC)CCCC)CCC.C(=O)([O-])O.[Na+]. (4) Given the product [OH:19][CH2:17][CH2:18][O:1][C:2]1[CH:9]=[CH:8][C:5]([CH:6]=[O:7])=[CH:4][CH:3]=1, predict the reactants needed to synthesize it. The reactants are: [OH:1][C:2]1[CH:9]=[CH:8][C:5]([CH:6]=[O:7])=[CH:4][CH:3]=1.C([O-])([O-])=O.[K+].[K+].Br[CH:17]([OH:19])[CH3:18].O. (5) The reactants are: [C:1](Cl)(=[O:23])[CH2:2][CH2:3][CH2:4][CH2:5][CH2:6][CH2:7][CH2:8][CH2:9][CH2:10][CH2:11][CH2:12][CH2:13][CH2:14][CH2:15][CH2:16][CH2:17][CH2:18][CH2:19][CH2:20][CH2:21][CH3:22].[N:25]1([CH2:30][CH:31]([OH:33])[CH3:32])[CH:29]=[CH:28][N:27]=[CH:26]1.CN(C)C=O. Given the product [C:1]([O:33][CH:31]([CH3:32])[CH2:30][N:25]1[CH:29]=[CH:28][N:27]=[CH:26]1)(=[O:23])[CH2:2][CH2:3][CH2:4][CH2:5][CH2:6][CH2:7][CH2:8][CH2:9][CH2:10][CH2:11][CH2:12][CH2:13][CH2:14][CH2:15][CH2:16][CH2:17][CH2:18][CH2:19][CH2:20][CH2:21][CH3:22], predict the reactants needed to synthesize it.